Dataset: Forward reaction prediction with 1.9M reactions from USPTO patents (1976-2016). Task: Predict the product of the given reaction. (1) Given the reactants CO[CH:3]([O:21][CH3:22])[CH2:4][N:5]1[C:10]([C:11]([O:13]C)=O)=[C:9]([O:15][CH3:16])[C:8](=[O:17])[C:7]([C:18]([OH:20])=[O:19])=[CH:6]1.[C:23](O)(=O)C.CS(O)(=O)=O.C([O-])(=O)C.[Na+].[C:37](#[N:39])[CH3:38], predict the reaction product. The product is: [CH3:16][O:15][C:9]1[C:8](=[O:17])[C:7]([C:18]([OH:20])=[O:19])=[CH:6][N:5]2[C:10]=1[C:11](=[O:13])[N:39]1[C@@H:3]([O:21][CH2:22][CH2:38][C@H:37]1[CH3:23])[CH2:4]2. (2) Given the reactants [C:1]1([C:21]2[CH:26]=[CH:25][CH:24]=[CH:23][CH:22]=2)[CH:6]=[CH:5][C:4]([O:7][C:8]2[CH:13]=[N:12][CH:11]=[C:10]3[S:14][C:15]([C:17]([NH:19][OH:20])=[NH:18])=[CH:16][C:9]=23)=[CH:3][CH:2]=1.C1N=CN([C:32](N2C=NC=C2)=[O:33])C=1, predict the reaction product. The product is: [C:1]1([C:21]2[CH:22]=[CH:23][CH:24]=[CH:25][CH:26]=2)[CH:6]=[CH:5][C:4]([O:7][C:8]2[CH:13]=[N:12][CH:11]=[C:10]3[S:14][C:15]([C:17]4[NH:19][O:20][C:32](=[O:33])[N:18]=4)=[CH:16][C:9]=23)=[CH:3][CH:2]=1.